This data is from Forward reaction prediction with 1.9M reactions from USPTO patents (1976-2016). The task is: Predict the product of the given reaction. (1) Given the reactants C1(C)C(C)=CC=CC=1.[Cl:9][C:10]1[CH:15]=[CH:14][C:13]([C:16]2[CH:21]=[CH:20][CH:19]=[CH:18][C:17]=2[N+:22]([O-])=O)=[CH:12][CH:11]=1, predict the reaction product. The product is: [Cl:9][C:10]1[CH:11]=[CH:12][C:13]([C:16]2[CH:21]=[CH:20][CH:19]=[CH:18][C:17]=2[NH2:22])=[CH:14][CH:15]=1. (2) Given the reactants [CH3:1][N:2](C(C1C=CC=CC=1)(C1C=CC=CC=1)C1C=CC=CC=1)[CH2:3][CH:4]([C:6]1[N:7](C(C2C=CC=CC=2)(C2C=CC=CC=2)C2C=CC=CC=2)[CH:8]=[CH:9][N:10]=1)[OH:5].[ClH:49], predict the reaction product. The product is: [ClH:49].[ClH:49].[NH:7]1[CH:8]=[CH:9][N:10]=[C:6]1[CH:4]([OH:5])[CH2:3][NH:2][CH3:1]. (3) Given the reactants [CH3:1][C:2]1[N:3](C(OCC(C)C)=O)[C:4]2[C:5]([N:21]=1)=[N:6][CH:7]=[C:8]([C:10]1[CH:11]=[CH:12][C:13]3[O:19][CH2:18][CH2:17][NH:16][CH2:15][C:14]=3[CH:20]=1)[CH:9]=2.[C@@H:29]([N:33]([CH2:44][C:45]1[N:54]=[C:53](Cl)[C:52]2[CH2:51][C:50]([CH3:57])([CH3:56])[CH2:49][CH2:48][C:47]=2[N:46]=1)C(=O)OCC1C=CC=CC=1)([CH2:31][CH3:32])[CH3:30], predict the reaction product. The product is: [CH3:57][C:50]1([CH3:56])[CH2:49][CH2:48][C:47]2[N:46]=[C:45]([CH2:44][NH:33][C@H:29]([CH2:31][CH3:32])[CH3:30])[N:54]=[C:53]([N:16]3[CH2:15][C:14]4[CH:20]=[C:10]([C:8]5[CH:9]=[C:4]6[NH:3][C:2]([CH3:1])=[N:21][C:5]6=[N:6][CH:7]=5)[CH:11]=[CH:12][C:13]=4[O:19][CH2:18][CH2:17]3)[C:52]=2[CH2:51]1.